Dataset: Catalyst prediction with 721,799 reactions and 888 catalyst types from USPTO. Task: Predict which catalyst facilitates the given reaction. Reactant: [CH:1]([C:4]1[N:8]2[C:9]3[C:14]([NH:15][C:16](=[O:17])[C:7]2=[CH:6][N:5]=1)=[CH:13][C:12]([C:18]([OH:20])=O)=[CH:11][CH:10]=3)([CH3:3])[CH3:2].Cl.[CH3:22][NH:23][CH3:24].ON1C2C=CC=CC=2N=N1.Cl.C(N=C=NCCCN(C)C)C. Product: [CH:1]([C:4]1[N:8]2[C:9]3[C:14]([NH:15][C:16](=[O:17])[C:7]2=[CH:6][N:5]=1)=[CH:13][C:12]([C:18]([N:23]([CH3:24])[CH3:22])=[O:20])=[CH:11][CH:10]=3)([CH3:2])[CH3:3]. The catalyst class is: 341.